From a dataset of Reaction yield outcomes from USPTO patents with 853,638 reactions. Predict the reaction yield, written as a fraction of the theoretical maximum amount of product (1.0 means a 100% yield; for example, 0.34 means a 34% yield). (1) The reactants are [CH3:1][O:2][C:3]1[CH:13]=[CH:12][CH:11]=[C:5]2[C:6]([NH:8][C:9](=O)[C:4]=12)=O.B.CO.Cl. The catalyst is O1CCCC1. The product is [CH3:1][O:2][C:3]1[CH:13]=[CH:12][CH:11]=[C:5]2[C:4]=1[CH2:9][NH:8][CH2:6]2. The yield is 0.590. (2) The reactants are [C:1]([C:4]1[CH:27]=[CH:26][C:7]([O:8][CH2:9][C:10]2[CH:25]=[CH:24][C:13]([C:14]([C:16]3[CH:17]=[N:18][CH:19]=[C:20]([CH:23]=3)[C:21]#[N:22])=[O:15])=[CH:12][CH:11]=2)=[C:6]([CH2:28][CH2:29][CH3:30])[C:5]=1[OH:31])(=[O:3])[CH3:2].[N-:32]=[N+:33]=[N-:34].[Na+].Cl.C(N(CC)CC)C. No catalyst specified. The product is [OH:31][C:5]1[C:6]([CH2:28][CH2:29][CH3:30])=[C:7]([O:8][CH2:9][C:10]2[CH:11]=[CH:12][C:13]([C:14]([C:16]3[CH:17]=[N:18][CH:19]=[C:20]([C:21]4[N:32]=[N:33][NH:34][N:22]=4)[CH:23]=3)=[O:15])=[CH:24][CH:25]=2)[CH:26]=[CH:27][C:4]=1[C:1](=[O:3])[CH3:2]. The yield is 0.660. (3) The catalyst is Cl.O1CCOCC1. The yield is 1.00. The product is [ClH:1].[Cl:1][C:2]1[CH:3]=[C:4]([C:12]2[O:16][N:15]=[C:14]([C:17]3[CH:26]=[CH:25][CH:24]=[C:23]4[C:18]=3[CH2:19][CH2:20][NH:21][CH2:22]4)[N:13]=2)[CH:5]=[CH:6][C:7]=1[O:8][CH:9]([CH3:11])[CH3:10]. The reactants are [Cl:1][C:2]1[CH:3]=[C:4]([C:12]2[O:16][N:15]=[C:14]([C:17]3[CH:26]=[CH:25][CH:24]=[C:23]4[C:18]=3[CH2:19][CH2:20][N:21](C(OC(C)(C)C)=O)[CH2:22]4)[N:13]=2)[CH:5]=[CH:6][C:7]=1[O:8][CH:9]([CH3:11])[CH3:10]. (4) The reactants are [NH2:1][C:2]1[C:10]2[C:5](=[N:6][CH:7]=[C:8]([Br:26])[C:9]=2[N:11]2[CH2:16][CH2:15][CH2:14][C@@H:13]([N:17]([CH3:25])[C:18](=[O:24])[O:19][C:20]([CH3:23])([CH3:22])[CH3:21])[CH2:12]2)[NH:4][CH:3]=1.N1C=CC=CC=1.[CH:33]1([C:36]([Cl:38])=[O:37])[CH2:35][CH2:34]1.O[Li].O. The catalyst is CN1C(=O)CCC1.CCOC(C)=O.CC#N.O. The product is [ClH:38].[Br:26][C:8]1[C:9]([N:11]2[CH2:16][CH2:15][CH2:14][C@@H:13]([N:17]([CH3:25])[C:18](=[O:24])[O:19][C:20]([CH3:21])([CH3:22])[CH3:23])[CH2:12]2)=[C:10]2[C:2]([NH:1][C:36]([CH:33]3[CH2:35][CH2:34]3)=[O:37])=[CH:3][NH:4][C:5]2=[N:6][CH:7]=1. The yield is 0.360. (5) The catalyst is CN(C=O)C.O. The product is [Br:21][C:18]1[CH:19]=[CH:20][C:15]([O:14][CH2:13][C:10]2[CH:11]=[CH:12][C:7]([CH2:6][N:22]3[CH:26]=[CH:25][CH:24]=[N:23]3)=[CH:8][CH:9]=2)=[CH:16][CH:17]=1. The reactants are CS(O[CH2:6][C:7]1[CH:12]=[CH:11][C:10]([CH2:13][O:14][C:15]2[CH:20]=[CH:19][C:18]([Br:21])=[CH:17][CH:16]=2)=[CH:9][CH:8]=1)(=O)=O.[NH:22]1[CH:26]=[CH:25][CH:24]=[N:23]1.C(=O)([O-])[O-].[Cs+].[Cs+]. The yield is 0.110. (6) The product is [Br-:2].[C:9]([C:4]1[C:3]([Zn+:1])=[CH:8][CH:7]=[CH:6][N:5]=1)#[N:10]. The catalyst is C1COCC1. The yield is 1.00. The reactants are [Zn:1].[Br:2][C:3]1[C:4]([C:9]#[N:10])=[N:5][CH:6]=[CH:7][CH:8]=1.